From a dataset of Catalyst prediction with 721,799 reactions and 888 catalyst types from USPTO. Predict which catalyst facilitates the given reaction. (1) Reactant: [Cl:1][C:2]1[CH:3]=[C:4]([CH:7]=[C:8]([O:10][C:11]2[C:16](=[O:17])[N:15]([CH2:18][C:19]3[N:20]=[N:21][C:22]([O:27][CH3:28])=[C:23]([CH2:25][OH:26])[CH:24]=3)[CH:14]=[N:13][C:12]=2[C:29]([F:32])([F:31])[F:30])[CH:9]=1)[C:5]#[N:6].O. Product: [Cl:1][C:2]1[CH:3]=[C:4]([CH:7]=[C:8]([O:10][C:11]2[C:16](=[O:17])[N:15]([CH2:18][C:19]3[N:20]=[N:21][C:22]([O:27][CH3:28])=[C:23]([CH:25]=[O:26])[CH:24]=3)[CH:14]=[N:13][C:12]=2[C:29]([F:32])([F:30])[F:31])[CH:9]=1)[C:5]#[N:6]. The catalyst class is: 4. (2) Reactant: [Br:1][C:2]1[CH:14]=[CH:13][C:12]2[C:11]3[C:6](=[CH:7][C:8]([Br:15])=[CH:9][CH:10]=3)[C:5]([CH2:19][C:20]#[CH:21])([CH2:16][C:17]#[CH:18])[C:4]=2[CH:3]=1.C([N-][CH:26]([CH3:28])[CH3:27])(C)C.[Li+].[CH2:30]1[CH2:35][CH2:34]CCC1.Cl[Si:37]([CH:44]([CH3:46])[CH3:45])([CH:41]([CH3:43])[CH3:42])[CH:38]([CH3:40])[CH3:39]. Product: [Br:1][C:2]1[CH:14]=[CH:13][C:12]2[C:11]3[C:6](=[CH:7][C:8]([Br:15])=[CH:9][CH:10]=3)[C:5]([CH2:19][C:20]#[C:21][Si:37]([CH:26]([CH3:27])[CH3:28])([CH:35]([CH3:34])[CH3:30])[CH:38]([CH3:40])[CH3:39])([CH2:16][C:17]#[C:18][Si:37]([CH:44]([CH3:46])[CH3:45])([CH:41]([CH3:43])[CH3:42])[CH:38]([CH3:40])[CH3:39])[C:4]=2[CH:3]=1. The catalyst class is: 1.